This data is from Catalyst prediction with 721,799 reactions and 888 catalyst types from USPTO. The task is: Predict which catalyst facilitates the given reaction. (1) Reactant: [OH-].[Li+].[Cl:3][C:4]1[CH:9]=[CH:8][C:7]([C:10]([NH:12][C@H:13]([C:19]([O:21]C)=[O:20])[CH2:14][C:15]([O:17]C)=[O:16])=[O:11])=[C:6]([NH:23][C:24]([NH:26][C:27]2[C:32]([CH3:33])=[CH:31][CH:30]=[CH:29][C:28]=2[CH3:34])=[O:25])[CH:5]=1.CO.Cl. Product: [Cl:3][C:4]1[CH:9]=[CH:8][C:7]([C:10]([NH:12][C@H:13]([C:19]([OH:21])=[O:20])[CH2:14][C:15]([OH:17])=[O:16])=[O:11])=[C:6]([NH:23][C:24]([NH:26][C:27]2[C:28]([CH3:34])=[CH:29][CH:30]=[CH:31][C:32]=2[CH3:33])=[O:25])[CH:5]=1. The catalyst class is: 20. (2) Reactant: [C:1]([O:5][C:6]([NH:8][NH:9][C:10]1[CH:18]=[CH:17][C:13]([C:14]([OH:16])=O)=[CH:12][CH:11]=1)=[O:7])([CH3:4])([CH3:3])[CH3:2].C(N)C.CN(C(ON1N=NC2C=CC=CC1=2)=[N+](C)C)C.F[P-](F)(F)(F)(F)F.[NH2:46][CH:47]1[CH2:52][C:51]([CH3:54])([CH3:53])[N:50]([CH3:55])[C:49]([CH3:57])([CH3:56])[CH2:48]1. Product: [C:1]([O:5][C:6]([NH:8][NH:9][C:10]1[CH:11]=[CH:12][C:13]([C:14](=[O:16])[NH:46][CH:47]2[CH2:48][C:49]([CH3:56])([CH3:57])[N:50]([CH3:55])[C:51]([CH3:54])([CH3:53])[CH2:52]2)=[CH:17][CH:18]=1)=[O:7])([CH3:2])([CH3:3])[CH3:4]. The catalyst class is: 44. (3) Reactant: [NH2:1][C:2]1[S:3][C:4]2[C:10]([N:11]3[CH2:16][CH2:15][O:14][CH2:13][CH2:12]3)=[CH:9][CH:8]=[C:7]([O:17][CH3:18])[C:5]=2[N:6]=1.[Cl:19][CH2:20][C:21]1[CH:29]=[CH:28][C:24]([C:25](Cl)=[O:26])=[CH:23][CH:22]=1.N1C=CC=CC=1. Product: [Cl:19][CH2:20][C:21]1[CH:29]=[CH:28][C:24]([C:25]([NH:1][C:2]2[S:3][C:4]3[C:10]([N:11]4[CH2:16][CH2:15][O:14][CH2:13][CH2:12]4)=[CH:9][CH:8]=[C:7]([O:17][CH3:18])[C:5]=3[N:6]=2)=[O:26])=[CH:23][CH:22]=1. The catalyst class is: 4. (4) Reactant: [Cl:1][C:2]1[CH:10]=[C:9]2[C:5](/[C:6](=[CH:12]/[CH2:13][C:14]([CH3:17])([CH3:16])[CH3:15])/[C:7](=[O:11])[NH:8]2)=[CH:4][CH:3]=1.[C:18](O[C:18]([O:20][C:21]([CH3:24])([CH3:23])[CH3:22])=[O:19])([O:20][C:21]([CH3:24])([CH3:23])[CH3:22])=[O:19].O. Product: [C:21]([O:20][C:18]([N:8]1[C:9]2[C:5](=[CH:4][CH:3]=[C:2]([Cl:1])[CH:10]=2)/[C:6](=[CH:12]/[CH2:13][C:14]([CH3:17])([CH3:16])[CH3:15])/[C:7]1=[O:11])=[O:19])([CH3:24])([CH3:23])[CH3:22]. The catalyst class is: 154. (5) Reactant: [Br:1][C:2]1[CH:3]=[C:4]2[C:9](Cl)=[C:8]([C:11]([NH2:13])=[O:12])[CH:7]=[N:6][N:5]2[CH:14]=1.[CH3:15][O-:16].[Na+]. Product: [Br:1][C:2]1[CH:3]=[C:4]2[C:9]([O:16][CH3:15])=[C:8]([C:11]([NH2:13])=[O:12])[CH:7]=[N:6][N:5]2[CH:14]=1. The catalyst class is: 5. (6) Reactant: [CH:1]([N:4]([CH:50]([CH3:52])[CH3:51])[CH2:5][CH2:6][N:7]([CH:47]([CH3:49])[CH3:48])[C:8](=[O:46])[C:9]1[CH:14]=[CH:13][C:12]([C:15]2[CH:16]=[C:17]3[C:22](=[C:23]([O:25]COCC[Si](C)(C)C)[CH:24]=2)[N:21]=[CH:20][N:19](COCC[Si](C)(C)C)[C:18]3=[O:42])=[C:11]([CH2:43][O:44][CH3:45])[CH:10]=1)([CH3:3])[CH3:2].[F:53][C:54]([F:59])([F:58])[C:55]([OH:57])=[O:56]. Product: [F:53][C:54]([F:59])([F:58])[C:55]([OH:57])=[O:56].[CH:50]([N:4]([CH:1]([CH3:3])[CH3:2])[CH2:5][CH2:6][N:7]([CH:47]([CH3:49])[CH3:48])[C:8](=[O:46])[C:9]1[CH:14]=[CH:13][C:12]([C:15]2[CH:16]=[C:17]3[C:22](=[C:23]([OH:25])[CH:24]=2)[N:21]=[CH:20][NH:19][C:18]3=[O:42])=[C:11]([CH2:43][O:44][CH3:45])[CH:10]=1)([CH3:51])[CH3:52]. The catalyst class is: 4.